From a dataset of Peptide-MHC class II binding affinity with 134,281 pairs from IEDB. Regression. Given a peptide amino acid sequence and an MHC pseudo amino acid sequence, predict their binding affinity value. This is MHC class II binding data. (1) The peptide sequence is MILVGVIMMFLSLGV. The MHC is DRB1_1101 with pseudo-sequence DRB1_1101. The binding affinity (normalized) is 0.295. (2) The peptide sequence is KVSDDITYVATATLP. The MHC is DRB1_1001 with pseudo-sequence DRB1_1001. The binding affinity (normalized) is 0.476. (3) The peptide sequence is VYGIFYATSFLDLYRNP. The MHC is HLA-DPA10103-DPB10201 with pseudo-sequence HLA-DPA10103-DPB10201. The binding affinity (normalized) is 0.574.